Dataset: Forward reaction prediction with 1.9M reactions from USPTO patents (1976-2016). Task: Predict the product of the given reaction. (1) Given the reactants Cl[C:2]1[CH:7]=[CH:6][C:5]([C:8]2[N:13]([CH2:14][C:15]3[CH:20]=[CH:19][C:18]([O:21][CH3:22])=[CH:17][C:16]=3[O:23][CH3:24])[C:12](=[O:25])[C:11]([C:26]([O:28][CH3:29])=[O:27])=[C:10]([O:30]COC)[C:9]=2[CH2:34][CH3:35])=[CH:4][CH:3]=1.[CH2:36]([O:38]/[CH:39]=[CH:40]/B1OC(C)(C)C(C)(C)O1)[CH3:37].COC1C=CC=C(OC)C=1C1C=CC=CC=1P(C1CCCCC1)C1CCCCC1.[OH-].[K+], predict the reaction product. The product is: [CH3:24][O:23][C:16]1[CH:17]=[C:18]([O:21][CH3:22])[CH:19]=[CH:20][C:15]=1[CH2:14][N:13]1[C:8]([C:5]2[CH:4]=[CH:3][C:2](/[CH:37]=[CH:36]/[O:38][CH2:39][CH3:40])=[CH:7][CH:6]=2)=[C:9]([CH2:34][CH3:35])[C:10]([OH:30])=[C:11]([C:26]([O:28][CH3:29])=[O:27])[C:12]1=[O:25]. (2) Given the reactants [CH2:1]([NH:8][C:9](=[O:18])[C:10]1[CH:15]=[C:14](Br)[C:13]([F:17])=[N:12][CH:11]=1)[C:2]1[CH:7]=[CH:6][CH:5]=[CH:4][CH:3]=1.[B:19]1([B:19]2[O:23][C:22]([CH3:25])([CH3:24])[C:21]([CH3:27])([CH3:26])[O:20]2)[O:23][C:22]([CH3:25])([CH3:24])[C:21]([CH3:27])([CH3:26])[O:20]1.CC([O-])=O.[K+], predict the reaction product. The product is: [CH2:1]([NH:8][C:9](=[O:18])[C:10]1[CH:15]=[C:14]([B:19]2[O:23][C:22]([CH3:25])([CH3:24])[C:21]([CH3:27])([CH3:26])[O:20]2)[C:13]([F:17])=[N:12][CH:11]=1)[C:2]1[CH:7]=[CH:6][CH:5]=[CH:4][CH:3]=1.